This data is from Experimental lipophilicity measurements (octanol/water distribution) for 4,200 compounds from AstraZeneca. The task is: Regression/Classification. Given a drug SMILES string, predict its absorption, distribution, metabolism, or excretion properties. Task type varies by dataset: regression for continuous measurements (e.g., permeability, clearance, half-life) or binary classification for categorical outcomes (e.g., BBB penetration, CYP inhibition). For this dataset (lipophilicity_astrazeneca), we predict Y. The compound is O=C(Nc1c[nH]nc1-c1nc2cc(CN3CCOCC3)ccc2[nH]1)NC1CC1. The Y is 2.30 logD.